From a dataset of Forward reaction prediction with 1.9M reactions from USPTO patents (1976-2016). Predict the product of the given reaction. (1) Given the reactants [NH2:1][C@H:2]1[CH2:6][CH2:5][N:4]([C:7]2[CH:16]=[CH:15][C:10]([C:11]([O:13][CH3:14])=[O:12])=[CH:9][CH:8]=2)[CH2:3]1.[CH3:17][C:18]([O:21][C:22](O[C:22]([O:21][C:18]([CH3:20])([CH3:19])[CH3:17])=[O:23])=[O:23])([CH3:20])[CH3:19], predict the reaction product. The product is: [C:18]([O:21][C:22]([NH:1][C@H:2]1[CH2:6][CH2:5][N:4]([C:7]2[CH:16]=[CH:15][C:10]([C:11]([O:13][CH3:14])=[O:12])=[CH:9][CH:8]=2)[CH2:3]1)=[O:23])([CH3:20])([CH3:19])[CH3:17]. (2) Given the reactants [Cl:1][C:2]1[CH:7]=[C:6]([N+:8]([O-:10])=[O:9])[C:5]([Cl:11])=[CH:4][C:3]=1[CH2:12][C:13]([OH:15])=[O:14].O.[C:17]1(C)C=CC(S(O)(=O)=O)=C[CH:18]=1, predict the reaction product. The product is: [Cl:1][C:2]1[CH:7]=[C:6]([N+:8]([O-:10])=[O:9])[C:5]([Cl:11])=[CH:4][C:3]=1[CH2:12][C:13]([O:15][CH2:17][CH3:18])=[O:14]. (3) Given the reactants [Br:1][C:2]1[CH:3]=[C:4]([N:8]2[C:16]3[CH:15]=[C:14](Cl)[N:13]=[CH:12][C:11]=3[C:10]([C:18]([O:20]C)=[O:19])=[N:9]2)[CH:5]=[CH:6][CH:7]=1.[CH3:22][O-:23].[Na+], predict the reaction product. The product is: [Br:1][C:2]1[CH:3]=[C:4]([N:8]2[C:16]3[CH:15]=[C:14]([O:23][CH3:22])[N:13]=[CH:12][C:11]=3[C:10]([C:18]([OH:20])=[O:19])=[N:9]2)[CH:5]=[CH:6][CH:7]=1. (4) Given the reactants [Cl:1][C:2]1[CH:28]=[CH:27][C:5]([CH2:6][N:7]2[C:15]3[C:10](=[CH:11][CH:12]=[CH:13][CH:14]=3)[CH:9]=[C:8]2[C:16]([N:18]2[CH2:23][CH2:22][CH:21]([C:24]([OH:26])=O)[CH2:20][CH2:19]2)=[O:17])=[CH:4][CH:3]=1.C(N=C=NCCCN(C)C)C.ON1C2C=CC=CC=2N=N1.C(N(CC)C(C)C)(C)C.[Cl:59][C:60]1[CH:61]=[C:62]([CH2:66][NH2:67])[CH:63]=[CH:64][CH:65]=1, predict the reaction product. The product is: [Cl:59][C:60]1[CH:61]=[C:62]([CH:63]=[CH:64][CH:65]=1)[CH2:66][NH:67][C:24]([CH:21]1[CH2:20][CH2:19][N:18]([C:16]([C:8]2[N:7]([CH2:6][C:5]3[CH:4]=[CH:3][C:2]([Cl:1])=[CH:28][CH:27]=3)[C:15]3[C:10]([CH:9]=2)=[CH:11][CH:12]=[CH:13][CH:14]=3)=[O:17])[CH2:23][CH2:22]1)=[O:26].